This data is from hERG Central: cardiac toxicity at 1µM, 10µM, and general inhibition. The task is: Predict hERG channel inhibition at various concentrations. (1) The molecule is COc1ccc(Cl)cc1NC(=O)CSc1nnc(COc2ccccc2)n1C. Results: hERG_inhib (hERG inhibition (general)): blocker. (2) Results: hERG_inhib (hERG inhibition (general)): blocker. The molecule is Cc1cccc(OC2CCN(Cc3c(C(=O)N4CCCC4)nc4ccccn34)CC2)c1. (3) The compound is N#Cc1ccccc1S(=O)(=O)N1CCC(C(=O)NCc2ccccc2CN2CCCC2)CC1. Results: hERG_inhib (hERG inhibition (general)): blocker. (4) The compound is CCCn1c(=N)n(CC(O)c2ccc(C)cc2)c2ccccc21.Cl. Results: hERG_inhib (hERG inhibition (general)): blocker.